This data is from Full USPTO retrosynthesis dataset with 1.9M reactions from patents (1976-2016). The task is: Predict the reactants needed to synthesize the given product. (1) Given the product [C:1]([O:18][CH2:19][CH2:20][CH2:21][CH3:22])(=[O:17])[CH2:2][CH2:3][CH2:4][CH2:5][CH2:6][CH2:7][CH2:8][CH2:9][CH2:10][CH2:11][CH2:12][CH2:13][CH2:14][CH2:15][CH3:16], predict the reactants needed to synthesize it. The reactants are: [C:1]([O-:18])(=[O:17])[CH2:2][CH2:3][CH2:4][CH2:5][CH2:6][CH2:7][CH2:8][CH2:9][CH2:10][CH2:11][CH2:12][CH2:13][CH2:14][CH2:15][CH3:16].[CH2:19](O)[CH2:20][CH2:21][CH3:22].C1(C)C=CC=CC=1. (2) Given the product [Br:17][C:18]1[CH:19]=[CH:20][C:21]([N:24]2[CH:28]=[CH:27][C:26]([O:29][CH2:2][C:3]3[C:8]([Br:9])=[CH:7][CH:6]=[CH:5][C:4]=3[N:10]3[C:14](=[O:15])[N:13]([CH3:16])[N:12]=[N:11]3)=[N:25]2)=[CH:22][CH:23]=1, predict the reactants needed to synthesize it. The reactants are: Br[CH2:2][C:3]1[C:8]([Br:9])=[CH:7][CH:6]=[CH:5][C:4]=1[N:10]1[C:14](=[O:15])[N:13]([CH3:16])[N:12]=[N:11]1.[Br:17][C:18]1[CH:23]=[CH:22][C:21]([N:24]2[CH:28]=[CH:27][C:26]([OH:29])=[N:25]2)=[CH:20][CH:19]=1.C(=O)([O-])[O-].[K+].[K+].C(#N)C. (3) Given the product [Cl:1][C:2]1[N:3]=[C:4]([N:22]2[CH2:27][CH2:26][O:25][CH2:24][CH2:23]2)[C:5]2[S:10][C:9]([CH2:11][N:12]3[CH2:17][CH2:16][N:15]4[C@@H:33]([CH2:28][O:29][CH2:30][CH2:31]4)[CH2:34]3)=[CH:8][C:6]=2[N:7]=1, predict the reactants needed to synthesize it. The reactants are: [Cl:1][C:2]1[N:3]=[C:4]([N:22]2[CH2:27][CH2:26][O:25][CH2:24][CH2:23]2)[C:5]2[S:10][C:9]([CH2:11][N:12]3[CH2:17][CH2:16][NH:15]C(=O)[C@@H]3C(C)C)=[CH:8][C:6]=2[N:7]=1.[CH2:28]1[C@H:33]2[CH2:34]NCCN2[CH2:31][CH2:30][O:29]1. (4) Given the product [CH2:1]([O:8][C:9]1[CH:16]=[CH:15][C:12]([CH:13]=[O:14])=[CH:11][C:10]=1[O:17][CH2:24][CH2:23][CH2:22][O:21][CH3:20])[C:2]1[CH:3]=[CH:4][CH:5]=[CH:6][CH:7]=1, predict the reactants needed to synthesize it. The reactants are: [CH2:1]([O:8][C:9]1[CH:16]=[CH:15][C:12]([CH:13]=[O:14])=[CH:11][C:10]=1[OH:17])[C:2]1[CH:7]=[CH:6][CH:5]=[CH:4][CH:3]=1.[H-].[Na+].[CH3:20][O:21][CH2:22][CH2:23][CH2:24]Br. (5) Given the product [OH:4][C:5]1[CH:6]=[C:7]([CH:8]=[CH:9][CH:10]=1)[C:11]([NH:13][C:14]1[CH:15]=[CH:16][C:17]([C:20]([F:21])([F:22])[F:23])=[CH:18][CH:19]=1)=[O:12], predict the reactants needed to synthesize it. The reactants are: C([O:4][C:5]1[CH:10]=[CH:9][CH:8]=[C:7]([C:11]([NH:13][C:14]2[CH:19]=[CH:18][C:17]([C:20]([F:23])([F:22])[F:21])=[CH:16][CH:15]=2)=[O:12])[CH:6]=1)(=O)C.O1CCCC1.[OH-].[Na+]. (6) Given the product [CH2:8]([O:7][C:1](=[O:6])[CH2:2][C:3]([C:29]1[CH:28]=[CH:24][CH:23]=[C:22]([Br:21])[CH:30]=1)=[O:5])[CH3:9], predict the reactants needed to synthesize it. The reactants are: [C:1]([O:7][CH2:8][CH3:9])(=[O:6])[CH2:2][C:3]([O-:5])=O.[K+].C(N(CC)CC)C.[Cl-].[Mg+2].[Cl-].[Br:21][C:22]1[CH:23]=[C:24]([CH:28]=[CH:29][CH:30]=1)C(Cl)=O. (7) Given the product [CH2:38]([C:39]1[NH:21][C:8]([C:6]2[CH:5]=[CH:4][CH:3]=[C:2]([CH3:1])[N:7]=2)=[C:9]([C:11]2[CH:12]=[C:13]3[C:18](=[CH:19][CH:20]=2)[N:17]=[CH:16][CH:15]=[N:14]3)[N:40]=1)[CH3:37], predict the reactants needed to synthesize it. The reactants are: [CH3:1][C:2]1[N:7]=[C:6]([C:8](=[N:21]O)[C:9]([C:11]2[CH:12]=[C:13]3[C:18](=[CH:19][CH:20]=2)[N:17]=[CH:16][CH:15]=[N:14]3)=O)[CH:5]=[CH:4][CH:3]=1.C([O-])(=O)C.[NH4+].C(=O)CC.[OH-].[Na+].CC1[N:40]=[C:39](C2N(O)C=C([C:37]3[CH:38]=[C:39]4[C:39](=[CH:38][CH:37]=3)[N:40]=CC=[N:40]4)N=2)[CH:38]=[CH:37]C=1.C(OP(OCC)OCC)C. (8) Given the product [N:22]1[CH:27]=[CH:26][CH:25]=[C:24]([CH:28]([NH:30][C:11]([C:10]2[C:4]3[C:5](=[N:6][CH:7]=[C:2]([Br:1])[N:3]=3)[N:8]([CH2:14][O:15][CH2:16][CH2:17][Si:18]([CH3:21])([CH3:20])[CH3:19])[CH:9]=2)=[O:13])[CH3:29])[CH:23]=1, predict the reactants needed to synthesize it. The reactants are: [Br:1][C:2]1[N:3]=[C:4]2[C:10]([C:11]([OH:13])=O)=[CH:9][N:8]([CH2:14][O:15][CH2:16][CH2:17][Si:18]([CH3:21])([CH3:20])[CH3:19])[C:5]2=[N:6][CH:7]=1.[N:22]1[CH:27]=[CH:26][CH:25]=[C:24]([CH:28]([NH2:30])[CH3:29])[CH:23]=1.CCN(C(C)C)C(C)C.CN(C(ON1N=NC2C=CC=NC1=2)=[N+](C)C)C.F[P-](F)(F)(F)(F)F. (9) Given the product [Cl:1][C:2]1[CH:3]=[CH:4][C:5]([C@@H:8]2[CH2:13][CH2:12][C:11](=[O:14])[CH2:10][C@H:9]2[C:15]([OH:17])=[O:16])=[CH:6][CH:7]=1, predict the reactants needed to synthesize it. The reactants are: [Cl:1][C:2]1[CH:7]=[CH:6][C:5]([C@@H:8]2[CH2:13][CH2:12][C:11](=[O:14])[CH2:10][C@H:9]2[C:15]([O:17]C)=[O:16])=[CH:4][CH:3]=1.[OH-].[Li+].Cl.[Cl-].[Na+].O. (10) Given the product [CH3:25][C:5]([O:14][C:15]1[CH:20]=[CH:19][CH:18]=[C:17]([C:21]([F:23])([F:24])[F:22])[CH:16]=1)([CH2:6][C:7]1[CH:8]=[CH:9][C:10]([O:13][CH2:39][CH2:38][C:36]2[N:37]=[C:33]([C:27]3[CH:32]=[CH:31][CH:30]=[CH:29][CH:28]=3)[O:34][C:35]=2[CH3:51])=[CH:11][CH:12]=1)[C:4]([OH:3])=[O:26], predict the reactants needed to synthesize it. The reactants are: C([O:3][C:4](=[O:26])[C:5]([CH3:25])([O:14][C:15]1[CH:20]=[CH:19][CH:18]=[C:17]([C:21]([F:24])([F:23])[F:22])[CH:16]=1)[CH2:6][C:7]1[CH:12]=[CH:11][C:10]([OH:13])=[CH:9][CH:8]=1)C.[C:27]1([C:33]2[O:34][C:35]([CH3:51])=[C:36]([CH2:38][CH2:39]OS(C3C=CC(C)=CC=3)(=O)=O)[N:37]=2)[CH:32]=[CH:31][CH:30]=[CH:29][CH:28]=1.